Dataset: Full USPTO retrosynthesis dataset with 1.9M reactions from patents (1976-2016). Task: Predict the reactants needed to synthesize the given product. (1) Given the product [CH3:1][O:2][C:3]([C:5]1[C:10]([C:29]#[C:28][Si:27]([CH3:44])([CH3:43])[CH3:26])=[C:9]([NH:12][C:13](=[O:15])[CH3:14])[CH:8]=[C:7]([C:16]2[CH:21]=[CH:20][C:19]([Cl:22])=[C:18]([O:23][CH3:24])[C:17]=2[F:25])[N:6]=1)=[O:4], predict the reactants needed to synthesize it. The reactants are: [CH3:1][O:2][C:3]([C:5]1[C:10](Cl)=[C:9]([NH:12][C:13](=[O:15])[CH3:14])[CH:8]=[C:7]([C:16]2[CH:21]=[CH:20][C:19]([Cl:22])=[C:18]([O:23][CH3:24])[C:17]=2[F:25])[N:6]=1)=[O:4].[CH3:26][Si:27]([CH3:44])([CH3:43])[C:28]#[C:29][Sn](CCCC)(CCCC)CCCC. (2) Given the product [C:23]([NH:31][C:32](=[N:1][C:2]1[CH:22]=[CH:21][C:5]([O:6][C:7]2[C:12]([C:13]3[CH:18]=[CH:17][N:16]=[C:15]([NH:19][CH3:20])[N:14]=3)=[CH:11][CH:10]=[CH:9][N:8]=2)=[CH:4][CH:3]=1)[S:33][CH3:35])(=[O:30])[C:24]1[CH:29]=[CH:28][CH:27]=[CH:26][CH:25]=1, predict the reactants needed to synthesize it. The reactants are: [NH2:1][C:2]1[CH:22]=[CH:21][C:5]([O:6][C:7]2[C:12]([C:13]3[CH:18]=[CH:17][N:16]=[C:15]([NH:19][CH3:20])[N:14]=3)=[CH:11][CH:10]=[CH:9][N:8]=2)=[CH:4][CH:3]=1.[C:23]([N:31]=[C:32]=[S:33])(=[O:30])[C:24]1[CH:29]=[CH:28][CH:27]=[CH:26][CH:25]=1.I[CH3:35]. (3) Given the product [N:13]1([C:11]([C:8]2([C:5]3[CH:6]=[CH:7][C:2]([N:22]4[C:23]5[CH2:24][CH2:25][CH2:26][CH2:27][C:28]=5[C:20]([C:19]([F:18])([F:30])[F:29])=[N:21]4)=[CH:3][CH:4]=3)[CH2:10][CH2:9]2)=[O:12])[CH2:17][CH2:16][CH2:15][CH2:14]1, predict the reactants needed to synthesize it. The reactants are: I[C:2]1[CH:7]=[CH:6][C:5]([C:8]2([C:11]([N:13]3[CH2:17][CH2:16][CH2:15][CH2:14]3)=[O:12])[CH2:10][CH2:9]2)=[CH:4][CH:3]=1.[F:18][C:19]([F:30])([F:29])[C:20]1[C:28]2[CH2:27][CH2:26][CH2:25][CH2:24][C:23]=2[NH:22][N:21]=1. (4) Given the product [C:10]1([C:1]2[CH:6]=[CH:5][C:4]([C:7]([Cl:19])=[O:8])=[CH:3][CH:2]=2)[CH:15]=[CH:14][CH:13]=[CH:12][CH:11]=1, predict the reactants needed to synthesize it. The reactants are: [C:1]1([C:10]2[CH:15]=[CH:14][CH:13]=[CH:12][CH:11]=2)[CH:6]=[CH:5][C:4]([C:7](O)=[O:8])=[CH:3][CH:2]=1.C(Cl)(=O)C([Cl:19])=O. (5) Given the product [C:1]([NH:5][C:6]([C:8]1[S:29][C:11]2[N:12]=[C:13]([C:23]3[CH:24]=[CH:25][CH:26]=[CH:27][CH:28]=3)[N:14]=[C:15]([C:16]3[CH:21]=[CH:20][CH:19]=[C:18]([NH:22][C:32]([O:34][C:35]4[CH:36]=[CH:37][C:38]([N+:41]([O-:43])=[O:42])=[CH:39][CH:40]=4)=[O:33])[CH:17]=3)[C:10]=2[C:9]=1[NH2:30])=[O:7])([CH3:4])([CH3:2])[CH3:3], predict the reactants needed to synthesize it. The reactants are: [C:1]([NH:5][C:6]([C:8]1[S:29][C:11]2[N:12]=[C:13]([C:23]3[CH:28]=[CH:27][CH:26]=[CH:25][CH:24]=3)[N:14]=[C:15]([C:16]3[CH:21]=[CH:20][CH:19]=[C:18]([NH2:22])[CH:17]=3)[C:10]=2[C:9]=1[NH2:30])=[O:7])([CH3:4])([CH3:3])[CH3:2].Cl[C:32]([O:34][C:35]1[CH:40]=[CH:39][C:38]([N+:41]([O-:43])=[O:42])=[CH:37][CH:36]=1)=[O:33].